This data is from Catalyst prediction with 721,799 reactions and 888 catalyst types from USPTO. The task is: Predict which catalyst facilitates the given reaction. Reactant: [CH:1]1([O:6][C:7]2[CH:8]=[C:9]([C@H:15]3[CH2:20][N:19]([C:21]([O:23][C:24]([CH3:27])([CH3:26])[CH3:25])=[O:22])[C:18](=[O:28])[CH2:17][CH2:16]3)[CH:10]=[CH:11][C:12]=2[O:13][CH3:14])[CH2:5][CH2:4][CH2:3][CH2:2]1.[Li+].CC([N-]C(C)C)C.CN1C(=O)N(C)CCC1.Br[CH2:47][C:48]([O:50][C:51]([CH3:54])([CH3:53])[CH3:52])=[O:49]. Product: [C:51]([O:50][C:48](=[O:49])[CH2:47][CH:17]1[CH2:16][C@@H:15]([C:9]2[CH:10]=[CH:11][C:12]([O:13][CH3:14])=[C:7]([O:6][CH:1]3[CH2:2][CH2:3][CH2:4][CH2:5]3)[CH:8]=2)[CH2:20][N:19]([C:21]([O:23][C:24]([CH3:25])([CH3:27])[CH3:26])=[O:22])[C:18]1=[O:28])([CH3:54])([CH3:53])[CH3:52]. The catalyst class is: 1.